From a dataset of Full USPTO retrosynthesis dataset with 1.9M reactions from patents (1976-2016). Predict the reactants needed to synthesize the given product. The reactants are: [C:1]([O:5][C:6](=[O:34])[NH:7][CH2:8][CH2:9][CH2:10][N:11]([C:25](=[O:33])[C:26]1[CH:31]=[CH:30][C:29]([CH3:32])=[CH:28][CH:27]=1)[CH:12]([C:15]1[NH:20][C:19](=[O:21])[C:18]2=[CH:22][CH:23]=[CH:24][N:17]2[N:16]=1)[CH2:13][CH3:14])([CH3:4])([CH3:3])[CH3:2].C(=O)([O-])[O-].[Cs+].[Cs+].[F:41][C:42]1[CH:49]=[CH:48][C:45]([CH2:46]Br)=[CH:44][CH:43]=1. Given the product [C:1]([O:5][C:6](=[O:34])[NH:7][CH2:8][CH2:9][CH2:10][N:11]([CH:12]([C:15]1[N:20]([CH2:46][C:45]2[CH:48]=[CH:49][C:42]([F:41])=[CH:43][CH:44]=2)[C:19](=[O:21])[C:18]2=[CH:22][CH:23]=[CH:24][N:17]2[N:16]=1)[CH2:13][CH3:14])[C:25](=[O:33])[C:26]1[CH:27]=[CH:28][C:29]([CH3:32])=[CH:30][CH:31]=1)([CH3:2])([CH3:4])[CH3:3], predict the reactants needed to synthesize it.